The task is: Predict the reaction yield, written as a fraction of the theoretical maximum amount of product (1.0 means a 100% yield; for example, 0.34 means a 34% yield).. This data is from Reaction yield outcomes from USPTO patents with 853,638 reactions. (1) The reactants are Br[C:2]1[CH:7]=[CH:6][C:5]([C@@H:8]([C:16]2[CH:21]=[CH:20][CH:19]=[CH:18][CH:17]=2)[NH:9][S@@:10]([C:12]([CH3:15])([CH3:14])[CH3:13])=[O:11])=[CH:4][CH:3]=1.[CH3:22][PH:23]([O-])([O-:27])[O:24][CH2:25][CH3:26].CCN(CC)CC. The catalyst is C1COCC1.C1C=CC(P(C2C=CC=CC=2)[C-]2C=CC=C2)=CC=1.C1C=CC(P(C2C=CC=CC=2)[C-]2C=CC=C2)=CC=1.Cl[Pd]Cl.[Fe+2]. The product is [CH3:13][C:12]([CH3:15])([S@:10]([NH:9][C@H:8]([C:16]1[CH:21]=[CH:20][CH:19]=[CH:18][CH:17]=1)[C:5]1[CH:6]=[CH:7][C:2]([P:23]([CH3:22])(=[O:27])[O:24][CH2:25][CH3:26])=[CH:3][CH:4]=1)=[O:11])[CH3:14]. The yield is 0.550. (2) The yield is 0.780. The reactants are [C:1]([C:5]1[CH:10]=[CH:9][C:8]([S:11]([NH:14][C:15]2[CH:20]=[C:19]([OH:21])[C:18]([CH3:22])=[CH:17][C:16]=2C2(C3C=CC=CC=3)C3C(=CC=CC=3)NC2=O)(=[O:13])=[O:12])=[CH:7][CH:6]=1)([CH3:4])([CH3:3])[CH3:2].C(C1C=CC(S(Cl)(=O)=O)=CC=1)(C)(C)C.NC1C=CC(C)=C(O)C=1. The product is [C:1]([C:5]1[CH:10]=[CH:9][C:8]([S:11]([NH:14][C:15]2[CH:16]=[CH:17][C:18]([CH3:22])=[C:19]([OH:21])[CH:20]=2)(=[O:13])=[O:12])=[CH:7][CH:6]=1)([CH3:4])([CH3:3])[CH3:2]. The catalyst is ClCCl.N1C=CC=CC=1. (3) The reactants are S(Cl)(Cl)=O.[CH3:5][N:6]1[C:10]2[CH2:11][NH:12][C@H:13]([C:15]([OH:17])=[O:16])[CH2:14][C:9]=2[N:8]=[CH:7]1.[CH3:18]O. No catalyst specified. The product is [CH3:5][N:6]1[C:10]2[CH2:11][NH:12][C@H:13]([C:15]([O:17][CH3:18])=[O:16])[CH2:14][C:9]=2[N:8]=[CH:7]1. The yield is 0.850.